Dataset: Forward reaction prediction with 1.9M reactions from USPTO patents (1976-2016). Task: Predict the product of the given reaction. (1) Given the reactants [CH3:1][O:2][C:3](=[O:13])[CH2:4][N:5]1[CH:9]=[C:8]([N+:10]([O-])=O)[N:7]=[CH:6]1.[F:14][C:15]1[CH:16]=[C:17]([CH2:22][C:23]([NH:25][CH:26]([CH2:30][CH2:31][CH3:32])[C:27](O)=[O:28])=[O:24])[CH:18]=[C:19]([F:21])[CH:20]=1, predict the reaction product. The product is: [CH3:1][O:2][C:3](=[O:13])[CH2:4][N:5]1[CH:9]=[C:8]([NH:10][C:27](=[O:28])[CH:26]([NH:25][C:23](=[O:24])[CH2:22][C:17]2[CH:18]=[C:19]([F:21])[CH:20]=[C:15]([F:14])[CH:16]=2)[CH2:30][CH2:31][CH3:32])[N:7]=[CH:6]1. (2) Given the reactants [OH:1][C:2]1[CH:3]=[C:4]([CH:7]=[CH:8][C:9]=1[I:10])[C:5]#[N:6].[CH2:11](Cl)[O:12][CH3:13].[H-].[Na+], predict the reaction product. The product is: [I:10][C:9]1[CH:8]=[CH:7][C:4]([C:5]#[N:6])=[CH:3][C:2]=1[O:1][CH2:11][O:12][CH3:13]. (3) Given the reactants S(=O)(=O)(O)O.C([O:8][C:9](=O)[NH:10][CH:11]=[C:12]([C:23]#[N:24])[C:13]1[CH:18]=[CH:17][C:16]([O:19][CH3:20])=[C:15]([O:21][CH3:22])[CH:14]=1)C.C1(OC2C=CC=CC=2)C=CC=CC=1, predict the reaction product. The product is: [CH3:22][O:21][C:15]1[CH:14]=[C:13]2[C:18](=[CH:17][C:16]=1[O:19][CH3:20])[C:9](=[O:8])[NH:10][CH:11]=[C:12]2[C:23]#[N:24].